Predict the reaction yield, written as a fraction of the theoretical maximum amount of product (1.0 means a 100% yield; for example, 0.34 means a 34% yield). From a dataset of Reaction yield outcomes from USPTO patents with 853,638 reactions. (1) The reactants are O1C2C=CC=CC=2N=C1.NC1C=CC=CC=1.C(C1[O:22][C:23]2[C:29]([S:30]([N:33]3[CH2:38][CH2:37][CH:36]([N:39]4[CH2:44][CH2:43][CH2:42][CH2:41][CH2:40]4)[CH2:35][CH2:34]3)(=[O:32])=[O:31])=[C:28]([Cl:45])[CH:27]=[CH:26][C:24]=2[N:25]=1)(C)(C)C.OS(O)(=O)=O. The catalyst is O1CCOCC1.O. The product is [NH2:25][C:24]1[C:23]([OH:22])=[C:29]([S:30]([N:33]2[CH2:38][CH2:37][CH:36]([N:39]3[CH2:44][CH2:43][CH2:42][CH2:41][CH2:40]3)[CH2:35][CH2:34]2)(=[O:32])=[O:31])[C:28]([Cl:45])=[CH:27][CH:26]=1. The yield is 0.890. (2) The reactants are [CH:1]1([C:4]2[N:5]=[CH:6][N:7]([C:9]3[CH:10]=[CH:11][C:12]([F:21])=[C:13]([CH:20]=3)[C:14]([O:16]C(C)C)=[O:15])[CH:8]=2)[CH2:3][CH2:2]1. The catalyst is Cl. The product is [CH:1]1([C:4]2[N:5]=[CH:6][N:7]([C:9]3[CH:10]=[CH:11][C:12]([F:21])=[C:13]([CH:20]=3)[C:14]([OH:16])=[O:15])[CH:8]=2)[CH2:2][CH2:3]1. The yield is 1.00. (3) The reactants are [Br:1][C:2]1[CH:7]=[CH:6][CH:5]=[CH:4][C:3]=1[NH:8][N:9]=[C:10]([C:16]#[N:17])[C:11]([NH:13][CH2:14][CH3:15])=[O:12].[Cl-].[Al+3].[Cl-].[Cl-].[C@H](O)(C([O-])=O)[C@@H](O)C([O-])=O.[Na+].[K+]. The catalyst is C1(C)C=CC=CC=1.C(OCC)(=O)C. The product is [NH2:17][C:16]1[C:4]2[C:3](=[C:2]([Br:1])[CH:7]=[CH:6][CH:5]=2)[N:8]=[N:9][C:10]=1[C:11]([NH:13][CH2:14][CH3:15])=[O:12]. The yield is 0.690. (4) The yield is 0.500. The product is [Cl:16][C:17]1[CH:22]=[CH:21][C:20]([S:23]([NH:26][C:30]2[C:31]([CH:37]([OH:38])[C:2]3[CH:7]=[CH:6][N:5]=[C:4]4[NH:8][N:9]=[CH:10][C:3]=34)=[N:32][CH:33]=[C:34]([Cl:15])[CH:35]=2)(=[O:25])=[O:24])=[CH:19][C:18]=1[C:39]([F:42])([F:41])[F:40]. The catalyst is C1COCC1. The reactants are I[C:2]1[CH:7]=[CH:6][N:5]=[C:4]2[NH:8][N:9]=[CH:10][C:3]=12.C([Mg][Cl:15])(C)C.[Cl:16][C:17]1[CH:22]=[CH:21][C:20]([S:23]([N:26]([C:30]2[C:31]([CH:37]=[O:38])=[N:32][CH:33]=[C:34](C)[CH:35]=2)COC)(=[O:25])=[O:24])=[CH:19][C:18]=1[C:39]([F:42])([F:41])[F:40]. (5) The reactants are C(OC([C@@]1(N[C:13]([O:15][C:16]([CH3:19])([CH3:18])[CH3:17])=[O:14])C[C@H]1C1CC1)=O)C.CC[N:22]([CH2:25][CH3:26])[CH2:23]C.C1C=CC(P(N=[N+]=[N-])(C2C=CC=CC=2)=[O:34])=CC=1.[CH3:44][Si:45]([CH3:50])([CH3:49])[CH2:46][CH2:47][OH:48].[CH:51]1[CH:56]=CC=C[CH:52]=1. No catalyst specified. The product is [C:16]([O:15][C:13]([C@:25]1([NH:22][C:23]([O:48][CH2:47][CH2:46][Si:45]([CH3:50])([CH3:49])[CH3:44])=[O:34])[CH2:26][C@@H:52]1[CH2:51][CH3:56])=[O:14])([CH3:17])([CH3:18])[CH3:19]. The yield is 0.520. (6) The reactants are [F:1][C:2]1[CH:3]=[CH:4][C:5]([NH:8][NH2:9])=[N:6][CH:7]=1.[CH3:10][N:11]1[CH2:16][CH2:15][N:14]([CH2:17][CH2:18][C:19](O)=[O:20])[CH2:13][CH2:12]1.C(Cl)CCl.C1C=CC2N(O)N=NC=2C=1. The catalyst is C(Cl)Cl. The product is [F:1][C:2]1[CH:3]=[CH:4][C:5]([NH:8][NH:9][C:19](=[O:20])[CH2:18][CH2:17][N:14]2[CH2:13][CH2:12][N:11]([CH3:10])[CH2:16][CH2:15]2)=[N:6][CH:7]=1. The yield is 0.730. (7) The reactants are [OH:1][C:2]1[CH:3]=[C:4]([CH:7]=[CH:8][CH:9]=1)[CH:5]=[O:6].C(O[Cl:15])(C)(C)C. The catalyst is CC(O)=O. The product is [Cl:15][C:3]1[C:2]([OH:1])=[CH:9][CH:8]=[CH:7][C:4]=1[CH:5]=[O:6]. The yield is 0.550.